From a dataset of Forward reaction prediction with 1.9M reactions from USPTO patents (1976-2016). Predict the product of the given reaction. (1) Given the reactants [NH2:1][CH2:2][C:3]1[C:4]([NH:19][C@H:20]([C:22]2[CH:27]=[CH:26][C:25]([F:28])=[CH:24][CH:23]=2)[CH3:21])=[N:5][C:6]([NH:10][C:11]2[CH:15]=[C:14]([CH:16]3[CH2:18][CH2:17]3)[NH:13][N:12]=2)=[C:7]([F:9])[CH:8]=1.[C:29](O)(=[O:31])[CH3:30], predict the reaction product. The product is: [CH:16]1([C:14]2[NH:13][N:12]=[C:11]([NH:10][C:6]3[N:5]=[C:4]([NH:19][C@H:20]([C:22]4[CH:23]=[CH:24][C:25]([F:28])=[CH:26][CH:27]=4)[CH3:21])[C:3]([CH2:2][NH:1][C:29](=[O:31])[CH3:30])=[CH:8][C:7]=3[F:9])[CH:15]=2)[CH2:18][CH2:17]1. (2) Given the reactants [CH:1]1([N:4]2[C:8]3[C:9]([O:28][C@@H:29]([C@@H:31]4[CH2:35][C:34](=[O:36])[NH:33][CH2:32]4)[CH3:30])=[N:10][C:11]([C:13]4[CH:18]=[C:17]5[NH:19][C:20](=[O:27])[C:21]6([CH2:26][CH2:25][NH:24][CH2:23][CH2:22]6)[C:16]5=[CH:15][CH:14]=4)=[CH:12][C:7]=3[N:6]=[CH:5]2)[CH2:3][CH2:2]1.FC(F)(F)S([O:42][CH2:43][C:44]([F:47])([F:46])[F:45])(=O)=O, predict the reaction product. The product is: [CH:1]1([N:4]2[C:8]3[C:9]([O:28][C@@H:29]([C@@H:31]4[CH2:35][C:34](=[O:36])[NH:33][CH2:32]4)[CH3:30])=[N:10][C:11]([C:13]4[CH:18]=[C:17]5[NH:19][C:20](=[O:27])[C:21]6([CH2:22][CH2:23][N:24]([CH2:43][C:44]([F:47])([F:46])[F:45])[CH2:25][CH2:26]6)[C:16]5=[CH:15][CH:14]=4)=[CH:12][C:7]=3[N:6]=[CH:5]2)[CH2:2][CH2:3]1.[C:43]([OH:27])([C:44]([F:47])([F:46])[F:45])=[O:42]. (3) Given the reactants [NH2:1][CH2:2][C:3]1[C:12]2[C:7](=[CH:8][CH:9]=[CH:10][CH:11]=2)[C:6](=[O:13])[N:5]([NH:14][C:15](=[O:24])[CH2:16][C:17]2[CH:22]=[CH:21][C:20]([Cl:23])=[CH:19][CH:18]=2)[N:4]=1.[N:25]([C:28]([CH3:31])([CH3:30])[CH3:29])=[C:26]=[O:27], predict the reaction product. The product is: [C:28]([NH:25][C:26]([NH:1][CH2:2][C:3]1[C:12]2[C:7](=[CH:8][CH:9]=[CH:10][CH:11]=2)[C:6](=[O:13])[N:5]([NH:14][C:15](=[O:24])[CH2:16][C:17]2[CH:18]=[CH:19][C:20]([Cl:23])=[CH:21][CH:22]=2)[N:4]=1)=[O:27])([CH3:31])([CH3:30])[CH3:29]. (4) Given the reactants [NH2:1][C:2]1[CH:21]=[CH:20][C:5]([O:6][C:7]2[CH:12]=[CH:11][N:10]=[C:9]([NH:13][C:14]([N:16]3[CH2:19][CH2:18][CH2:17]3)=[O:15])[CH:8]=2)=[CH:4][C:3]=1[Cl:22].C(N(CC)CC)C.[F:30][P-](F)(F)(F)(F)F.[N:37]1(O[P+](N(C)C)(N(C)C)N(C)C)[C:41]2[CH:42]=[CH:43][CH:44]=[CH:45][C:40]=2N=N1.C([O:59][CH2:60][CH3:61])C.CN(C)[CH:64]=[O:65], predict the reaction product. The product is: [Cl:22][C:3]1[CH:4]=[C:5]([O:6][C:7]2[CH:12]=[CH:11][N:10]=[C:9]([NH:13][C:14]([N:16]3[CH2:19][CH2:18][CH2:17]3)=[O:15])[CH:8]=2)[CH:20]=[CH:21][C:2]=1[NH:1][C:60](=[O:59])[CH2:61][C:64]([NH:37][C:41]1[CH:42]=[CH:43][C:44]([F:30])=[CH:45][CH:40]=1)=[O:65]. (5) The product is: [C:1]([O:5][C:6](=[O:7])[NH:8][CH:9]([CH2:10][C:11]1[CH:12]=[CH:13][C:14]([O:15][C:16]2[CH:17]=[CH:18][C:19]([CH2:22][CH2:23][C:24](=[O:26])[NH:74][O:73][CH2:66][C:67]3[CH:72]=[CH:71][CH:70]=[CH:69][CH:68]=3)=[CH:20][CH:21]=2)=[CH:27][CH:28]=1)[C:29]([N:31]1[CH2:36][CH2:35][O:34][CH2:33][CH2:32]1)=[O:30])([CH3:4])([CH3:2])[CH3:3]. Given the reactants [C:1]([O:5][C:6]([NH:8][CH:9]([C:29]([N:31]1[CH2:36][CH2:35][O:34][CH2:33][CH2:32]1)=[O:30])[CH2:10][C:11]1[CH:28]=[CH:27][C:14]([O:15][C:16]2[CH:21]=[CH:20][C:19]([CH2:22][CH2:23][C:24]([OH:26])=O)=[CH:18][CH:17]=2)=[CH:13][CH:12]=1)=[O:7])([CH3:4])([CH3:3])[CH3:2].ON1C2C=CC=CC=2N=N1.CCN=C=NCCCN(C)C.C(N(CC)CC)C.Cl.[CH2:66]([O:73][NH2:74])[C:67]1[CH:72]=[CH:71][CH:70]=[CH:69][CH:68]=1, predict the reaction product. (6) The product is: [F:1][C:2]1[CH:10]=[C:9]2[C:5]([CH:16]=[C:17]([OH:13])[C:7]([CH3:6])=[N:8]2)=[CH:4][CH:3]=1. Given the reactants [F:1][C:2]1[CH:10]=[C:9]2[C:5]([C:6](=O)[C:7](=O)[NH:8]2)=[CH:4][CH:3]=1.[OH-:13].[K+].Br[CH2:16][C:17](C1C=CC=CC=1)=O.Cl, predict the reaction product. (7) Given the reactants [Cl:1][C:2]1[CH:3]=[C:4]2[C:13](=[CH:14][CH:15]=1)[C:12](Cl)=[C:11]1[C:6]([CH:7]=[CH:8][C:9]([O:17][CH3:18])=[CH:10]1)=[N:5]2.[CH3:19][O:20][CH2:21][CH2:22][CH2:23][CH2:24][NH2:25], predict the reaction product. The product is: [Cl:1][C:2]1[CH:3]=[C:4]2[C:13](=[CH:14][CH:15]=1)[C:12]([NH:25][CH2:24][CH2:23][CH2:22][CH2:21][O:20][CH3:19])=[C:11]1[C:6]([CH:7]=[CH:8][C:9]([O:17][CH3:18])=[CH:10]1)=[N:5]2.